This data is from Peptide-MHC class II binding affinity with 134,281 pairs from IEDB. The task is: Regression. Given a peptide amino acid sequence and an MHC pseudo amino acid sequence, predict their binding affinity value. This is MHC class II binding data. The MHC is DRB1_0401 with pseudo-sequence DRB1_0401. The peptide sequence is KVLRGFKKEISSMLN. The binding affinity (normalized) is 0.592.